This data is from Forward reaction prediction with 1.9M reactions from USPTO patents (1976-2016). The task is: Predict the product of the given reaction. (1) Given the reactants [CH2:1]([O:3][C:4](=[O:42])[CH2:5][O:6][C:7]1[CH:12]=[CH:11][C:10]([S:13][CH2:14][CH:15]=[C:16]([C:29]2[CH:34]=[CH:33][C:32]([C:35]#[C:36][Si](C)(C)C)=[CH:31][CH:30]=2)[C:17]2[CH:22]=[CH:21][C:20]([C:23]#[C:24][Si](C)(C)C)=[CH:19][CH:18]=2)=[CH:9][C:8]=1[CH3:41])C.C(=O)([O-])[O-].[K+].[K+], predict the reaction product. The product is: [CH3:1][O:3][C:4](=[O:42])[CH2:5][O:6][C:7]1[CH:12]=[CH:11][C:10]([S:13][CH2:14][CH:15]=[C:16]([C:17]2[CH:18]=[CH:19][C:20]([C:23]#[CH:24])=[CH:21][CH:22]=2)[C:29]2[CH:34]=[CH:33][C:32]([C:35]#[CH:36])=[CH:31][CH:30]=2)=[CH:9][C:8]=1[CH3:41]. (2) Given the reactants Br[CH2:2][C:3]1[N:13]([CH2:14][C:15]([CH3:18])([CH3:17])[CH3:16])[C:6]2[N:7]=[C:8]([C:11]#[N:12])[N:9]=[CH:10][C:5]=2[CH:4]=1.[O:19]1[C:23]2([CH2:28][CH2:27][S:26][CH2:25][CH2:24]2)[C:22](=[O:29])[NH:21][C:20]1=[O:30].C([O-])([O-])=O.[K+].[K+], predict the reaction product. The product is: [CH3:16][C:15]([CH3:18])([CH3:17])[CH2:14][N:13]1[C:6]2[N:7]=[C:8]([C:11]#[N:12])[N:9]=[CH:10][C:5]=2[CH:4]=[C:3]1[CH2:2][N:21]1[C:22](=[O:29])[C:23]2([CH2:28][CH2:27][S:26][CH2:25][CH2:24]2)[O:19][C:20]1=[O:30]. (3) Given the reactants [I-].C[P+]([C:16]1[CH:21]=[CH:20][CH:19]=[CH:18]C=1)([C:20]1[CH:21]=[CH:16]C=[CH:18][CH:19]=1)[C:20]1[CH:21]=[CH:16]C=[CH:18][CH:19]=1.[Li]CCCC.[Cl:27][C:28]1[CH:35]=[N:34]C=CC=1C=O, predict the reaction product. The product is: [Cl:27][C:28]1[CH:35]=[N:34][CH:18]=[CH:19][C:20]=1[CH:21]=[CH2:16]. (4) The product is: [F:1][CH:2]([F:33])[O:3][C:4]1[CH:5]=[C:6]([CH:14]([C:23]2[CH:28]=[CH:27][C:26]([C:29]([OH:32])([CH3:31])[CH3:30])=[CH:25][CH:24]=2)[CH2:15][C:16]2[CH:21]=[CH:20][C:19](=[O:44])[NH:18][CH:17]=2)[CH:7]=[CH:8][C:9]=1[O:10][CH:11]([F:13])[F:12]. Given the reactants [F:1][CH:2]([F:33])[O:3][C:4]1[CH:5]=[C:6]([CH:14]([C:23]2[CH:28]=[CH:27][C:26]([C:29]([OH:32])([CH3:31])[CH3:30])=[CH:25][CH:24]=2)[CH2:15][C:16]2[CH:17]=[N+:18]([O-])[CH:19]=[CH:20][CH:21]=2)[CH:7]=[CH:8][C:9]=1[O:10][CH:11]([F:13])[F:12].C(N(CC)CC)C.FC(F)(F)C(OC(=O)C(F)(F)F)=[O:44], predict the reaction product. (5) Given the reactants [F:1][C:2]1[CH:7]=[CH:6][C:5]([C:8]([C:12]2[CH:17]=[CH:16][C:15]([F:18])=[CH:14][CH:13]=2)([NH2:11])[CH2:9][NH2:10])=[CH:4][CH:3]=1.[C:19]([C:21]1[CH:26]=[CH:25][N:24]=[C:23]([C:27](OCC)=O)[CH:22]=1)#[N:20], predict the reaction product. The product is: [C:19]([C:21]1[CH:26]=[CH:25][N:24]=[C:23]([C:27]2[NH:10][CH2:9][C:8]([C:12]3[CH:13]=[CH:14][C:15]([F:18])=[CH:16][CH:17]=3)([C:5]3[CH:4]=[CH:3][C:2]([F:1])=[CH:7][CH:6]=3)[N:11]=2)[CH:22]=1)#[N:20]. (6) Given the reactants [NH2:1][C:2](=[N:24]O)[C:3]1[CH:4]=[CH:5][C:6]([C:9]2[CH:23]=[CH:22][C:12]([O:13][CH2:14][C:15]([CH3:21])([CH3:20])[C:16]([O:18][CH3:19])=[O:17])=[CH:11][CH:10]=2)=[N:7][CH:8]=1.C(OC(=O)C)(=O)C, predict the reaction product. The product is: [C:16]([OH:18])(=[O:17])[CH3:15].[NH2:24][C:2](=[NH:1])[C:3]1[CH:4]=[CH:5][C:6]([C:9]2[CH:10]=[CH:11][C:12]([O:13][CH2:14][C:15]([CH3:20])([CH3:21])[C:16]([O:18][CH3:19])=[O:17])=[CH:22][CH:23]=2)=[N:7][CH:8]=1. (7) Given the reactants [F:1][C:2]1[C:21]([F:22])=[C:20]([O:23][CH3:24])[CH:19]=[CH:18][C:3]=1[CH2:4][CH:5]1[C:9]2=[N:10][C:11]3[CH:16]=[CH:15][CH:14]=[CH:13][C:12]=3[N:8]2[C:7](=[O:17])[NH:6]1.[NH2:25][C@H:26]1[CH2:31][CH2:30][C@H:29]([OH:32])[CH2:28][CH2:27]1.C(O)(C(F)(F)F)=O, predict the reaction product. The product is: [NH:8]1[C:12]2[CH:13]=[CH:14][CH:15]=[CH:16][C:11]=2[N:10]=[C:9]1[CH:5]([NH:6][C:7]([NH:25][C@H:26]1[CH2:31][CH2:30][C@H:29]([OH:32])[CH2:28][CH2:27]1)=[O:17])[CH2:4][C:3]1[CH:18]=[CH:19][C:20]([O:23][CH3:24])=[C:21]([F:22])[C:2]=1[F:1].